The task is: Predict the reaction yield, written as a fraction of the theoretical maximum amount of product (1.0 means a 100% yield; for example, 0.34 means a 34% yield).. This data is from Reaction yield outcomes from USPTO patents with 853,638 reactions. (1) The reactants are [CH3:1][C:2]1[CH:6]=[CH:5][S:4][C:3]=1[CH:7]1[O:11][CH2:10][CH2:9][O:8]1.CCCCCC.C([Li])CCC.CN(C)[CH:25]=[O:26].[Cl-].[NH4+]. The catalyst is O1CCCC1. The product is [O:8]1[CH2:9][CH2:10][O:11][CH:7]1[C:3]1[S:4][C:5]([CH:25]=[O:26])=[CH:6][C:2]=1[CH3:1]. The yield is 0.888. (2) The reactants are [F:1][C:2]1[CH:10]=[CH:9][CH:8]=[CH:7][C:3]=1[C:4]([OH:6])=O.CCN=C=NCCCN(C)C.Cl.[C:23]([O:27][C:28]([CH3:31])([CH3:30])[CH3:29])(=[O:26])[NH:24][NH2:25].O. The catalyst is CN(C=O)C.CN(C)C1C=CN=CC=1. The product is [F:1][C:2]1[CH:10]=[CH:9][CH:8]=[CH:7][C:3]=1[C:4]([NH:25][NH:24][C:23]([O:27][C:28]([CH3:31])([CH3:30])[CH3:29])=[O:26])=[O:6]. The yield is 0.690. (3) The reactants are C[Si]([N-][Si](C)(C)C)(C)C.[Na+].[CH2:11]([N:13]1[CH2:18][CH2:17][C:16]2[S:19][C:20]([C:22]3[CH:23]=[C:24]([C:29]4[CH:34]=[C:33]([C:35]5[CH:36]=[N:37][N:38]([CH3:40])[CH:39]=5)[N:32]=[CH:31][C:30]=4[NH2:41])[C:25](F)=[N:26][CH:27]=3)=[CH:21][C:15]=2[CH2:14]1)[CH3:12]. The catalyst is C1COCC1. The product is [CH2:11]([N:13]1[CH2:18][CH2:17][C:16]2[S:19][C:20]([C:22]3[CH:27]=[N:26][C:25]4[NH:41][C:30]5[CH:31]=[N:32][C:33]([C:35]6[CH:36]=[N:37][N:38]([CH3:40])[CH:39]=6)=[CH:34][C:29]=5[C:24]=4[CH:23]=3)=[CH:21][C:15]=2[CH2:14]1)[CH3:12]. The yield is 0.160. (4) The reactants are C1(S([C:10]2(SC)[CH2:15][C@H:14]3[C@:12]([C:16]4[CH:21]=[CH:20][C:19]([Cl:22])=[C:18]([Cl:23])[CH:17]=4)([CH2:13]3)[CH2:11]2)(=O)=O)C=CC=CC=1.C[OH:27].Cl. The catalyst is C(OCC)(=O)C.CCCCCC. The product is [Cl:23][C:18]1[CH:17]=[C:16]([C@:12]23[CH2:13][C@H:14]2[CH2:15][C:10](=[O:27])[CH2:11]3)[CH:21]=[CH:20][C:19]=1[Cl:22]. The yield is 0.990. (5) The reactants are [Cl:1][C:2]1[N:7]=[C:6](Cl)[C:5]([CH2:9]Cl)=[CH:4][N:3]=1.[C:11]([N:14]1[C:21]2[CH:22]=[CH:23][CH:24]=[CH:25][C:20]=2[CH:19]=[CH:18]C2N=C(Cl)C(F)=CC=2C1)(=[O:13])[CH3:12]. No catalyst specified. The product is [C:11]([N:14]1[C:21]2[CH:22]=[CH:23][CH:24]=[CH:25][C:20]=2[CH:19]=[CH:18][C:6]2[N:7]=[C:2]([Cl:1])[N:3]=[CH:4][C:5]=2[CH2:9]1)(=[O:13])[CH3:12]. The yield is 0.460. (6) The reactants are [Cl:1][C:2]1[N:7]2[N:8]=[C:9]([C:11]3[CH:16]=[CH:15][CH:14]=[C:13]([Cl:17])[CH:12]=3)[CH:10]=[C:6]2[N:5]=[C:4]([CH3:18])[C:3]=1[C@H:19]([OH:24])[C:20]([O:22][CH3:23])=[O:21].C(O[C:29]([CH3:32])([CH3:31])[CH3:30])(=O)C.Cl(O)(=O)(=O)=O. The catalyst is C(Cl)Cl. The product is [C:29]([O:24][C@@H:19]([C:3]1[C:4]([CH3:18])=[N:5][C:6]2[N:7]([N:8]=[C:9]([C:11]3[CH:16]=[CH:15][CH:14]=[C:13]([Cl:17])[CH:12]=3)[CH:10]=2)[C:2]=1[Cl:1])[C:20]([O:22][CH3:23])=[O:21])([CH3:32])([CH3:31])[CH3:30]. The yield is 0.500. (7) The reactants are [Br:1][C:2]1[N:7]=[C:6]([NH2:8])[CH:5]=[CH:4][CH:3]=1.C(=O)(O)[O-].[Na+].O.[C:15](Cl)(Cl)=[S:16]. The catalyst is C(Cl)(Cl)Cl. The product is [Br:1][C:2]1[CH:3]=[CH:4][CH:5]=[C:6]([N:8]=[C:15]=[S:16])[N:7]=1. The yield is 0.890.